This data is from Full USPTO retrosynthesis dataset with 1.9M reactions from patents (1976-2016). The task is: Predict the reactants needed to synthesize the given product. The reactants are: [O:1]1[C:5]([C:6]2[CH:11]=[CH:10][C:9]([NH:12][C:13]3[N:14]=[C:15](OS(C(F)(F)F)(=O)=O)[C:16]4[CH2:22][N:21]([C:23]([O:25][C:26]([CH3:29])([CH3:28])[CH3:27])=[O:24])[CH2:20][CH2:19][C:17]=4[N:18]=3)=[CH:8][CH:7]=2)=[CH:4][N:3]=[CH:2]1.[NH2:38][CH2:39][CH:40]1[CH2:45][CH2:44][O:43][CH2:42][CH2:41]1. Given the product [O:1]1[C:5]([C:6]2[CH:11]=[CH:10][C:9]([NH:12][C:13]3[N:14]=[C:15]([NH:38][CH2:39][CH:40]4[CH2:45][CH2:44][O:43][CH2:42][CH2:41]4)[C:16]4[CH2:22][N:21]([C:23]([O:25][C:26]([CH3:29])([CH3:27])[CH3:28])=[O:24])[CH2:20][CH2:19][C:17]=4[N:18]=3)=[CH:8][CH:7]=2)=[CH:4][N:3]=[CH:2]1, predict the reactants needed to synthesize it.